This data is from Catalyst prediction with 721,799 reactions and 888 catalyst types from USPTO. The task is: Predict which catalyst facilitates the given reaction. (1) Reactant: Cl.CN(C)C.[S:6](Cl)([C:9]1[CH:15]=[CH:14][C:12]([CH3:13])=[CH:11][CH:10]=1)(=[O:8])=[O:7].[CH3:17][O:18][CH2:19][C@H:20]([OH:22])[CH3:21].C(N(CC)CC)C.CN(C)CCCN.Cl. Product: [CH3:13][C:12]1[CH:14]=[CH:15][C:9]([S:6]([O:22][C@H:20]([CH3:21])[CH2:19][O:18][CH3:17])(=[O:8])=[O:7])=[CH:10][CH:11]=1. The catalyst class is: 226. (2) Reactant: [F:1][C:2]([F:30])([F:29])[C:3]1[CH:4]=[C:5]([CH:22]=[C:23]([C:25]([F:28])([F:27])[F:26])[CH:24]=1)[CH2:6][N:7]([CH2:18][CH2:19][CH2:20][OH:21])[C:8](=[O:17])[C:9]1[C:14]([I:15])=[CH:13][CH:12]=[N:11][C:10]=1Cl.[H-].[Na+].O. Product: [F:1][C:2]([F:30])([F:29])[C:3]1[CH:4]=[C:5]([CH:22]=[C:23]([C:25]([F:28])([F:27])[F:26])[CH:24]=1)[CH2:6][N:7]1[CH2:18][CH2:19][CH2:20][O:21][C:10]2[N:11]=[CH:12][CH:13]=[C:14]([I:15])[C:9]=2[C:8]1=[O:17]. The catalyst class is: 7. (3) Reactant: [N+:1]([C:4]1[CH:9]=[CH:8][C:7]([CH2:10][CH2:11][NH:12][CH2:13][C:14]2[CH:19]=[CH:18][C:17]([N+:20]([O-:22])=[O:21])=[CH:16][CH:15]=2)=[CH:6][CH:5]=1)([O-:3])=[O:2].[C:23](O[C:23]([O:25][C:26]([CH3:29])([CH3:28])[CH3:27])=[O:24])([O:25][C:26]([CH3:29])([CH3:28])[CH3:27])=[O:24].C(OCC)(=O)C.CO. Product: [C:26]([O:25][C:23]([N:12]([CH2:11][CH2:10][C:7]1[CH:8]=[CH:9][C:4]([N+:1]([O-:3])=[O:2])=[CH:5][CH:6]=1)[CH2:13][C:14]1[CH:19]=[CH:18][C:17]([N+:20]([O-:22])=[O:21])=[CH:16][CH:15]=1)=[O:24])([CH3:29])([CH3:28])[CH3:27]. The catalyst class is: 3. (4) Reactant: Cl[CH2:2][CH2:3][C:4]([N:6]([C:9]1[C:10]([Cl:20])=[N:11][N:12]([C:14]2[CH:15]=[N:16][CH:17]=[CH:18][CH:19]=2)[CH:13]=1)[CH2:7][CH3:8])=[O:5].[I-:21].[Na+]. Product: [Cl:20][C:10]1[C:9]([N:6]([CH2:7][CH3:8])[C:4](=[O:5])[CH2:3][CH2:2][I:21])=[CH:13][N:12]([C:14]2[CH:15]=[N:16][CH:17]=[CH:18][CH:19]=2)[N:11]=1. The catalyst class is: 21. (5) Reactant: [Cl-].O[NH3+:3].[C:4](=[O:7])([O-])[OH:5].[Na+].CS(C)=O.[OH:13][C:14]1[CH:19]=[CH:18][C:17]([N:20]2[C:25](=[O:26])[C:24]([CH2:27][C:28]3[CH:33]=[CH:32][C:31]([C:34]4[C:35]([C:40]#[N:41])=[CH:36][CH:37]=[CH:38][CH:39]=4)=[CH:30][CH:29]=3)=[C:23]([CH2:42][CH2:43][CH3:44])[N:22]=[C:21]2[CH3:45])=[CH:16][CH:15]=1. Product: [OH:13][C:14]1[CH:15]=[CH:16][C:17]([N:20]2[C:25](=[O:26])[C:24]([CH2:27][C:28]3[CH:33]=[CH:32][C:31]([C:34]4[CH:39]=[CH:38][CH:37]=[CH:36][C:35]=4[C:40]4[NH:3][C:4](=[O:7])[O:5][N:41]=4)=[CH:30][CH:29]=3)=[C:23]([CH2:42][CH2:43][CH3:44])[N:22]=[C:21]2[CH3:45])=[CH:18][CH:19]=1. The catalyst class is: 84. (6) Reactant: [CH2:1]([O:8][C:9]1[CH:10]=[CH:11][C:12]([Br:17])=[C:13]([CH:16]=1)[CH:14]=O)[C:2]1[CH:7]=[CH:6][CH:5]=[CH:4][CH:3]=1.[Cl-].[OH:19][NH3+:20].C(=O)(O)[O-].[Na+]. Product: [CH2:1]([O:8][C:9]1[CH:10]=[CH:11][C:12]([Br:17])=[C:13](/[CH:14]=[N:20]/[OH:19])[CH:16]=1)[C:2]1[CH:7]=[CH:6][CH:5]=[CH:4][CH:3]=1. The catalyst class is: 97.